Dataset: Full USPTO retrosynthesis dataset with 1.9M reactions from patents (1976-2016). Task: Predict the reactants needed to synthesize the given product. (1) Given the product [F:10][C:9]([F:12])([F:11])[O:8][C:5]1[CH:6]=[CH:7][C:2]([C:17]#[C:16][CH2:15][CH2:14][CH2:13][OH:18])=[CH:3][CH:4]=1, predict the reactants needed to synthesize it. The reactants are: I[C:2]1[CH:7]=[CH:6][C:5]([O:8][C:9]([F:12])([F:11])[F:10])=[CH:4][CH:3]=1.[CH2:13]([OH:18])[CH2:14][CH2:15][C:16]#[CH:17]. (2) Given the product [Cl:1][C:2]1[C:11]2[N:10]([CH3:12])[O:9][C@H:8]3[N:13]([C:40]([O:42][C:43]([CH3:46])([CH3:45])[CH3:44])=[O:41])[C@H:14]([C:16]([O:18][C@@H:19]4[C@:28]5([OH:29])[C@H:23]([C@H:24]([C:31]([CH3:33])=[CH2:32])[CH2:25][CH2:26][C@H:27]5[CH3:30])[CH:22]=[C:21]([CH3:34])[C@H:20]4[O:35][C:36](=[O:38])[CH3:37])=[O:17])[CH2:15][C@@:7]3([O:39][C:40]([O:42][C:43]([CH3:46])([CH3:45])[CH3:44])=[O:41])[C:6]=2[CH:5]=[CH:4][CH:3]=1, predict the reactants needed to synthesize it. The reactants are: [Cl:1][C:2]1[C:11]2[N:10]([CH3:12])[O:9][C@H:8]3[NH:13][C@H:14]([C:16]([O:18][C@@H:19]4[C@:28]5([OH:29])[C@H:23]([C@H:24]([C:31]([CH3:33])=[CH2:32])[CH2:25][CH2:26][C@H:27]5[CH3:30])[CH:22]=[C:21]([CH3:34])[C@H:20]4[O:35][C:36](=[O:38])[CH3:37])=[O:17])[CH2:15][C@@:7]3([OH:39])[C:6]=2[CH:5]=[CH:4][CH:3]=1.[C:40](O[C:40]([O:42][C:43]([CH3:46])([CH3:45])[CH3:44])=[O:41])([O:42][C:43]([CH3:46])([CH3:45])[CH3:44])=[O:41]. (3) Given the product [NH2:7][C:8]1[N:9]=[C:10]([CH3:28])[C:11]([CH2:15][C:16]2[CH:25]=[CH:24][C:19]([C:20]([O:22][CH3:23])=[O:21])=[CH:18][C:17]=2[O:26][CH3:27])=[C:12]([NH:6][CH2:1][CH2:2][CH2:3][CH2:4][CH3:5])[N:13]=1, predict the reactants needed to synthesize it. The reactants are: [CH2:1]([NH2:6])[CH2:2][CH2:3][CH2:4][CH3:5].[NH2:7][C:8]1[N:13]=[C:12](Cl)[C:11]([CH2:15][C:16]2[CH:25]=[CH:24][C:19]([C:20]([O:22][CH3:23])=[O:21])=[CH:18][C:17]=2[O:26][CH3:27])=[C:10]([CH3:28])[N:9]=1. (4) Given the product [Br:1][CH2:2][CH2:3][CH2:4][CH2:5][CH2:6][CH2:7][C:8]([OH:10])=[O:9], predict the reactants needed to synthesize it. The reactants are: [Br:1][CH2:2][CH2:3][CH2:4][CH2:5][CH2:6][CH2:7][C:8]([O:10]CC)=[O:9].[Li+].[OH-].Cl.